This data is from Forward reaction prediction with 1.9M reactions from USPTO patents (1976-2016). The task is: Predict the product of the given reaction. (1) Given the reactants [Br:1][C:2]1[CH:28]=[CH:27][C:26]([Br:29])=[CH:25][C:3]=1[C:4]([NH:6][NH:7][C:8](=[O:24])[C:9]1[CH:14]=[CH:13][C:12]([O:15][CH2:16][CH2:17][CH2:18][CH2:19][CH2:20][CH2:21][CH2:22][CH3:23])=[CH:11][CH:10]=1)=O, predict the reaction product. The product is: [Br:1][C:2]1[CH:28]=[CH:27][C:26]([Br:29])=[CH:25][C:3]=1[C:4]1[O:24][C:8]([C:9]2[CH:14]=[CH:13][C:12]([O:15][CH2:16][CH2:17][CH2:18][CH2:19][CH2:20][CH2:21][CH2:22][CH3:23])=[CH:11][CH:10]=2)=[N:7][N:6]=1. (2) Given the reactants Cl.[CH3:2][O:3][C:4](=[O:16])[CH2:5][CH:6]1[CH2:15][CH2:14][C:9]2(OCC[O:10]2)[CH2:8][CH2:7]1, predict the reaction product. The product is: [CH3:2][O:3][C:4](=[O:16])[CH2:5][CH:6]1[CH2:15][CH2:14][C:9](=[O:10])[CH2:8][CH2:7]1. (3) The product is: [CH3:24][Si:23]([CH3:26])([CH3:25])[CH2:22][CH2:21][O:20][CH2:19][N:10]1[C:11]2[C:18]3[CH:17]=[CH:16][S:15][C:14]=3[CH2:13][C:12]=2[C:8]([C:5]2[CH:4]=[CH:3][C:2]([NH:30][C:27](=[O:29])[CH3:28])=[N:7][CH:6]=2)=[N:9]1. Given the reactants Br[C:2]1[N:7]=[CH:6][C:5]([C:8]2[C:12]3[CH2:13][C:14]4[S:15][CH:16]=[CH:17][C:18]=4[C:11]=3[N:10]([CH2:19][O:20][CH2:21][CH2:22][Si:23]([CH3:26])([CH3:25])[CH3:24])[N:9]=2)=[CH:4][CH:3]=1.[C:27]([NH2:30])(=[O:29])[CH3:28].C([O-])([O-])=O.[Cs+].[Cs+].CC1(C)C2C(=C(P(C3C=CC=CC=3)C3C=CC=CC=3)C=CC=2)OC2C(P(C3C=CC=CC=3)C3C=CC=CC=3)=CC=CC1=2, predict the reaction product. (4) Given the reactants [F:1][C:2]([F:7])([F:6])[CH:3]([OH:5])[CH3:4].[H-].[Na+].[N:10]1[CH:15]=[CH:14][CH:13]=[C:12]([C:16]([O-:18])=[O:17])[CH:11]=1.[CH2:19]1COCC1, predict the reaction product. The product is: [F:1][C:2]([F:7])([F:6])[CH:3]([O:5][CH2:19][C:15]1[N:10]=[CH:11][C:12]([C:16]([OH:18])=[O:17])=[CH:13][CH:14]=1)[CH3:4]. (5) The product is: [CH3:12][S:11][C:5]1[N:4]=[C:3]([CH2:1][O:2][Si:23]([CH:27]([CH3:29])[CH3:28])([CH:24]([CH3:26])[CH3:25])[CH:20]([CH3:22])[CH3:21])[CH:10]=[CH:9][C:6]=1[C:7]#[N:8]. Given the reactants [CH:1]([C:3]1[CH:10]=[CH:9][C:6]([C:7]#[N:8])=[C:5]([S:11][CH3:12])[N:4]=1)=[O:2].[BH4-].[Na+].N1C=CN=C1.[CH:20]([Si:23](Cl)([CH:27]([CH3:29])[CH3:28])[CH:24]([CH3:26])[CH3:25])([CH3:22])[CH3:21], predict the reaction product.